Dataset: Catalyst prediction with 721,799 reactions and 888 catalyst types from USPTO. Task: Predict which catalyst facilitates the given reaction. (1) Reactant: Br[C:2]1[CH:10]=[CH:9][C:5]([C:6]([OH:8])=[O:7])=[CH:4][C:3]=1[F:11].CC1(C)C(C)(C)OB([C:20]2[O:24][C:23]([Si](C(C)C)(C(C)C)C(C)C)=[N:22][CH:21]=2)O1.C([O-])([O-])=O.[Na+].[Na+]. Product: [F:11][C:3]1[CH:4]=[C:5]([CH:9]=[CH:10][C:2]=1[C:20]1[O:24][CH:23]=[N:22][CH:21]=1)[C:6]([OH:8])=[O:7]. The catalyst class is: 9. (2) Reactant: [CH2:1]([O:5][C:6]1[CH:7]=[C:8]([CH2:20][CH2:21][C:22]([O:24][CH3:25])=[O:23])[CH:9]=[CH:10][C:11]=1[C:12]1[CH:16]=[C:15](CNC)[S:14][CH:13]=1)[CH2:2][CH2:3][CH3:4].[CH3:26][N:27]([C:29]1[CH:34]=[CH:33][CH:32]=[CH:31]N=1)[CH3:28].[C:35](Cl)(=O)[CH2:36][CH2:37]CCCCC.C(=O)([O-])[OH:46].[Na+]. Product: [CH2:1]([O:5][C:6]1[CH:7]=[C:8]([CH2:20][CH2:21][C:22]([O:24][CH3:25])=[O:23])[CH:9]=[CH:10][C:11]=1[C:12]1[CH:16]=[C:15]([CH2:26][N:27]([CH3:28])[C:29](=[O:46])[CH2:34][CH2:33][CH2:32][CH2:31][CH2:35][CH2:36][CH3:37])[S:14][CH:13]=1)[CH2:2][CH2:3][CH3:4]. The catalyst class is: 236. (3) Reactant: [CH:1]([N:4]1[C:9](=[O:10])[CH:8]=[CH:7][C:6]([C:11](=O)[C:12]([C:14]2[CH:19]=[CH:18][CH:17]=[CH:16][CH:15]=2)=O)=[N:5]1)([CH3:3])[CH3:2].[NH2:21][C:22](=[C:25]([NH2:28])[C:26]#[N:27])[C:23]#[N:24]. Product: [CH:1]([N:4]1[C:9](=[O:10])[CH:8]=[CH:7][C:6]([C:11]2[N:21]=[C:22]([C:23]#[N:24])[C:25]([C:26]#[N:27])=[N:28][C:12]=2[C:14]2[CH:19]=[CH:18][CH:17]=[CH:16][CH:15]=2)=[N:5]1)([CH3:3])[CH3:2]. The catalyst class is: 10.